This data is from Ames mutagenicity test results for genotoxicity prediction. The task is: Regression/Classification. Given a drug SMILES string, predict its toxicity properties. Task type varies by dataset: regression for continuous values (e.g., LD50, hERG inhibition percentage) or binary classification for toxic/non-toxic outcomes (e.g., AMES mutagenicity, cardiotoxicity, hepatotoxicity). Dataset: ames. (1) The compound is c1cc2ccc3cc4c(c5ccc(c1)c2c35)C1OC1CC4. The result is 1 (mutagenic). (2) The drug is O=C1c2ccccc2C(=O)c2c(O)ccc(O)c21. The result is 1 (mutagenic). (3) The compound is CN(C)Nc1nc(-c2ccc([N+](=O)[O-])o2)cs1. The result is 1 (mutagenic). (4) The compound is O=C(O)CCCCCCCBr. The result is 1 (mutagenic).